From a dataset of Peptide-MHC class I binding affinity with 185,985 pairs from IEDB/IMGT. Regression. Given a peptide amino acid sequence and an MHC pseudo amino acid sequence, predict their binding affinity value. This is MHC class I binding data. The peptide sequence is IPFSEGKAL. The MHC is HLA-A26:01 with pseudo-sequence HLA-A26:01. The binding affinity (normalized) is 0.0847.